Dataset: Forward reaction prediction with 1.9M reactions from USPTO patents (1976-2016). Task: Predict the product of the given reaction. (1) Given the reactants [CH3:1][S:2][C:3]1[N:4]=[CH:5][C:6]2[CH:12]=[CH:11][C:10](=[O:13])[NH:9][C:7]=2[N:8]=1.[Br:14][C:15]1[CH:19]=[CH:18][S:17][C:16]=1[CH2:20]Cl, predict the reaction product. The product is: [Br:14][C:15]1[CH:19]=[CH:18][S:17][C:16]=1[CH2:20][N:9]1[C:7]2[N:8]=[C:3]([S:2][CH3:1])[N:4]=[CH:5][C:6]=2[CH:12]=[CH:11][C:10]1=[O:13]. (2) Given the reactants CCOC(/N=N/C(OCC)=O)=O.[N+](C1C=CC(C(O)=O)=CC=1)([O-])=O.[F:25][C:26]1[CH:31]=[CH:30][C:29]([F:32])=[CH:28][C:27]=1[C@@:33]1([C@H:36]([OH:38])[CH3:37])[CH2:35][O:34]1.C1(P(C2C=CC=CC=2)C2C=CC=CC=2)C=CC=CC=1, predict the reaction product. The product is: [F:25][C:26]1[CH:31]=[CH:30][C:29]([F:32])=[CH:28][C:27]=1[C@@:33]1([C@@H:36]([OH:38])[CH3:37])[CH2:35][O:34]1. (3) Given the reactants [CH2:1]([O:8][C:9]([N:11]1[CH2:16][CH2:15][N:14]([CH2:17][CH2:18][O:19]C(=O)C)[C:13](=[O:23])[CH2:12]1)=[O:10])[C:2]1[CH:7]=[CH:6][CH:5]=[CH:4][CH:3]=1.C(=O)([O-])[O-].[K+].[K+], predict the reaction product. The product is: [CH2:1]([O:8][C:9]([N:11]1[CH2:16][CH2:15][N:14]([CH2:17][CH2:18][OH:19])[C:13](=[O:23])[CH2:12]1)=[O:10])[C:2]1[CH:3]=[CH:4][CH:5]=[CH:6][CH:7]=1. (4) Given the reactants Br[CH2:2][CH2:3][O:4][C:5]1[CH:10]=[C:9](F)[CH:8]=[CH:7][C:6]=1[N+:12]([O-:14])=[O:13].[C:15](=[O:18])([O-])[O-].[K+].[K+].[NH:21]1[CH2:26][CH2:25][O:24][CH2:23][CH2:22]1, predict the reaction product. The product is: [O:24]1[CH2:25][CH2:26][N:21]([C:9]2[CH:8]=[CH:7][C:6]([N+:12]([O-:14])=[O:13])=[C:5]([CH:10]=2)[O:4][CH2:3][CH2:2][N:21]2[CH2:26][CH2:15][O:18][CH2:23][CH2:22]2)[CH2:22][CH2:23]1. (5) Given the reactants Cl[C:2]1[CH:7]=[C:6]([NH:8][C:9]2[C:10]([O:18][CH3:19])=[C:11]([CH:15]=[CH:16][CH:17]=2)[C:12]([OH:14])=[O:13])[C:5]([C:20](=[O:23])[NH:21][CH3:22])=[CH:4][N:3]=1.[F:24][C:25]1[C:26]([CH3:32])=[CH:27][C:28]([NH2:31])=[N:29][CH:30]=1.[Li+].C[Si]([N-][Si](C)(C)C)(C)C.Cl, predict the reaction product. The product is: [F:24][C:25]1[C:26]([CH3:32])=[CH:27][C:28]([NH:31][C:2]2[CH:7]=[C:6]([NH:8][C:9]3[C:10]([O:18][CH3:19])=[C:11]([CH:15]=[CH:16][CH:17]=3)[C:12]([OH:14])=[O:13])[C:5]([C:20](=[O:23])[NH:21][CH3:22])=[CH:4][N:3]=2)=[N:29][CH:30]=1. (6) Given the reactants [CH3:1][O:2][C:3]([C:5]1[C@H:6](C2C=CC(F)=CC=2Cl)[N:7]=[C:8]([C:13]2[S:14][CH:15]=[CH:16][N:17]=2)[NH:9][C:10]=1[CH2:11][Br:12])=[O:4].[Br:26][C:27]1[C:34]([F:35])=[CH:33][CH:32]=[CH:31][C:28]=1C=O, predict the reaction product. The product is: [Br:26][C:27]1[C:34]([F:35])=[CH:33][CH:32]=[CH:31][C:28]=1[C@H:6]1[C:5]([C:3]([O:2][CH3:1])=[O:4])=[C:10]([CH2:11][Br:12])[NH:9][C:8]([C:13]2[S:14][CH:15]=[CH:16][N:17]=2)=[N:7]1. (7) Given the reactants [C:1]([O:4][CH2:5][CH2:6][CH2:7][C@@H:8]([NH2:38])[C:9]([O:11][C@H:12]([C:23]1[CH:28]=[CH:27][C:26]([O:29][CH:30]([F:32])[F:31])=[C:25]([O:33][CH2:34][CH:35]2[CH2:37][CH2:36]2)[CH:24]=1)[CH2:13][C:14]1[C:19]([Cl:20])=[CH:18][N+:17]([O-:21])=[CH:16][C:15]=1[Cl:22])=[O:10])(=[O:3])[CH3:2].N1C=CC=CC=1.[CH3:45][O:46][C:47]1[CH:48]=[C:49]([S:55](Cl)(=[O:57])=[O:56])[CH:50]=[CH:51][C:52]=1[O:53][CH3:54], predict the reaction product. The product is: [C:1]([O:4][CH2:5][CH2:6][CH2:7][C@@H:8]([NH:38][S:55]([C:49]1[CH:50]=[CH:51][C:52]([O:53][CH3:54])=[C:47]([O:46][CH3:45])[CH:48]=1)(=[O:57])=[O:56])[C:9]([O:11][C@H:12]([C:23]1[CH:28]=[CH:27][C:26]([O:29][CH:30]([F:31])[F:32])=[C:25]([O:33][CH2:34][CH:35]2[CH2:37][CH2:36]2)[CH:24]=1)[CH2:13][C:14]1[C:15]([Cl:22])=[CH:16][N+:17]([O-:21])=[CH:18][C:19]=1[Cl:20])=[O:10])(=[O:3])[CH3:2]. (8) Given the reactants [CH2:1]([N:6]1[C:10](=[O:11])[N:9]([C:12]2[CH:17]=[CH:16][C:15]([N:18]3[CH2:23][CH2:22][N:21]([C:24]4[CH:29]=[CH:28][C:27]([O:30]C)=[CH:26][CH:25]=4)[CH2:20][CH2:19]3)=[CH:14][CH:13]=2)[CH:8]=[N:7]1)[CH2:2][CH:3]([CH3:5])[CH3:4], predict the reaction product. The product is: [OH:30][C:27]1[CH:28]=[CH:29][C:24]([N:21]2[CH2:20][CH2:19][N:18]([C:15]3[CH:14]=[CH:13][C:12]([N:9]4[C:10](=[O:11])[N:6]([CH2:1][CH2:2][CH:3]([CH3:5])[CH3:4])[N:7]=[CH:8]4)=[CH:17][CH:16]=3)[CH2:23][CH2:22]2)=[CH:25][CH:26]=1. (9) Given the reactants [NH2:1][C:2]1[CH:7]=[CH:6][C:5]([C:8]([C:10]2[CH:18]=[CH:17][CH:16]=[CH:15][C:11]=2[C:12]([O-:14])=[O:13])=O)=[CH:4][C:3]=1[N+:19]([O-:21])=[O:20].[BH4-].[Na+], predict the reaction product. The product is: [NH2:1][C:2]1[CH:7]=[CH:6][C:5]([CH:8]2[C:10]3[CH:18]=[CH:17][CH:16]=[CH:15][C:11]=3[C:12](=[O:14])[O:13]2)=[CH:4][C:3]=1[N+:19]([O-:21])=[O:20]. (10) Given the reactants C(O)(C(F)(F)F)=O.[C:8]([C:10](=[CH2:16])[C:11]([O:13][CH2:14][CH3:15])=[O:12])#[N:9].[CH2:17]([N:24]([CH2:28][Si](C)(C)C)[CH2:25]OC)[C:18]1[CH:23]=[CH:22][CH:21]=[CH:20][CH:19]=1, predict the reaction product. The product is: [CH2:17]([N:24]1[CH2:25][CH2:16][C:10]([C:8]#[N:9])([C:11]([O:13][CH2:14][CH3:15])=[O:12])[CH2:28]1)[C:18]1[CH:19]=[CH:20][CH:21]=[CH:22][CH:23]=1.